This data is from Full USPTO retrosynthesis dataset with 1.9M reactions from patents (1976-2016). The task is: Predict the reactants needed to synthesize the given product. (1) Given the product [F:31][C:28]([F:29])([F:30])[C:25]1[CH:24]=[CH:23][C:22]([C:2]([C:3]2[CH:4]=[N:5][CH:6]=[CH:7][C:8]=2[CH2:9][CH2:10][N:11]2[C:12](=[O:21])[C:13]3[C:18](=[CH:17][CH:16]=[CH:15][CH:14]=3)[C:19]2=[O:20])=[O:1])=[CH:27][CH:26]=1, predict the reactants needed to synthesize it. The reactants are: [OH:1][CH:2]([C:22]1[CH:27]=[CH:26][C:25]([C:28]([F:31])([F:30])[F:29])=[CH:24][CH:23]=1)[C:3]1[CH:4]=[N:5][CH:6]=[CH:7][C:8]=1[CH2:9][CH2:10][N:11]1[C:19](=[O:20])[C:18]2[C:13](=[CH:14][CH:15]=[CH:16][CH:17]=2)[C:12]1=[O:21]. (2) Given the product [Br:1][C:2]1[CH:9]=[CH:8][C:5]([CH2:6][N:13]2[C@@H:14]([CH3:18])[CH2:15][O:16][CH2:17][C@@H:12]2[CH3:11])=[CH:4][C:3]=1[F:10], predict the reactants needed to synthesize it. The reactants are: [Br:1][C:2]1[CH:9]=[CH:8][C:5]([CH:6]=O)=[CH:4][C:3]=1[F:10].[CH3:11][C@H:12]1[CH2:17][O:16][CH2:15][C@H:14]([CH3:18])[NH:13]1.C(O[BH-](OC(=O)C)OC(=O)C)(=O)C.[Na+]. (3) The reactants are: [NH2:1][C@@H:2]1[CH2:6][CH2:5][C@H:4]([C:7]([OH:9])=[O:8])[CH2:3]1.S(Cl)(Cl)=O.[CH3:14]O. Given the product [CH3:14][O:8][C:7]([C@H:4]1[CH2:5][CH2:6][C@@H:2]([NH2:1])[CH2:3]1)=[O:9], predict the reactants needed to synthesize it. (4) Given the product [Cl:16][C:12]1[CH:11]=[C:10]([C:4]2[N:3]=[C:2]([CH2:25][C:26]3[CH:27]=[CH:28][C:29]([CH2:32][C:33]([O:35][CH3:36])=[O:34])=[CH:30][CH:31]=3)[CH:7]=[C:6]([CH2:8][CH3:9])[N:5]=2)[CH:15]=[CH:14][CH:13]=1, predict the reactants needed to synthesize it. The reactants are: Cl[C:2]1[CH:7]=[C:6]([CH2:8][CH3:9])[N:5]=[C:4]([C:10]2[CH:15]=[CH:14][CH:13]=[C:12]([Cl:16])[CH:11]=2)[N:3]=1.CC1(C)C(C)(C)OB([CH2:25][C:26]2[CH:31]=[CH:30][C:29]([CH2:32][C:33]([O:35][CH3:36])=[O:34])=[CH:28][CH:27]=2)O1.C([O-])([O-])=O.[Na+].[Na+].O1CCOCC1. (5) Given the product [Cl:1][C:2]1[CH:24]=[C:23]([Cl:25])[CH:22]=[CH:21][C:3]=1[O:4][C:5]1[C:10]([CH2:11][CH2:12][C:13]([O:15][CH2:16][CH3:17])=[O:14])=[CH:9][N:8]=[C:7]([CH:18]([CH3:20])[CH3:19])[N:6]=1, predict the reactants needed to synthesize it. The reactants are: [Cl:1][C:2]1[CH:24]=[C:23]([Cl:25])[CH:22]=[CH:21][C:3]=1[O:4][C:5]1[C:10](/[CH:11]=[CH:12]/[C:13]([O:15][CH2:16][CH3:17])=[O:14])=[CH:9][N:8]=[C:7]([CH:18]([CH3:20])[CH3:19])[N:6]=1. (6) Given the product [Br:8][C:9]1[CH:15]=[CH:14][C:12]([NH:13][C:4](=[O:5])[CH:3]=[C:2]([CH3:7])[CH3:1])=[CH:11][CH:10]=1, predict the reactants needed to synthesize it. The reactants are: [CH3:1][C:2]([CH3:7])=[CH:3][C:4](Cl)=[O:5].[Br:8][C:9]1[CH:15]=[CH:14][C:12]([NH2:13])=[CH:11][CH:10]=1.C(N(CC)CC)C.